Predict the product of the given reaction. From a dataset of Forward reaction prediction with 1.9M reactions from USPTO patents (1976-2016). The product is: [CH:17]([C:20]1[C:28]2[C:23](=[N:24][CH:25]=[CH:26][C:27]=2[C:29]2[CH:30]=[N:31][C:32]3[C:37]([CH:38]=2)=[CH:36][CH:35]=[CH:34][CH:33]=3)[N:22]([C:2]2[CH:9]=[CH:8][C:5]([C:6]#[N:7])=[CH:4][C:3]=2[CH3:10])[N:21]=1)([CH3:19])[CH3:18]. Given the reactants F[C:2]1[CH:9]=[CH:8][C:5]([C:6]#[N:7])=[CH:4][C:3]=1[CH3:10].C(=O)([O-])[O-].[Cs+].[Cs+].[CH:17]([C:20]1[C:28]2[C:23](=[N:24][CH:25]=[CH:26][C:27]=2[C:29]2[CH:30]=[N:31][C:32]3[C:37]([CH:38]=2)=[CH:36][CH:35]=[CH:34][CH:33]=3)[NH:22][N:21]=1)([CH3:19])[CH3:18].C(OCC)(=O)C, predict the reaction product.